This data is from Catalyst prediction with 721,799 reactions and 888 catalyst types from USPTO. The task is: Predict which catalyst facilitates the given reaction. (1) Reactant: C[O:2][C:3](=O)[C:4]1[CH:9]=[CH:8][CH:7]=[C:6]([NH:10][S:11]([CH2:14][CH2:15][CH3:16])(=[O:13])=[O:12])[C:5]=1[F:17].[AlH4-].[Li+].O.O.O.O.O.O.O.O.O.O.S([O-])([O-])(=O)=O.[Na+].[Na+]. Product: [F:17][C:5]1[C:4]([CH2:3][OH:2])=[CH:9][CH:8]=[CH:7][C:6]=1[NH:10][S:11]([CH2:14][CH2:15][CH3:16])(=[O:13])=[O:12]. The catalyst class is: 7. (2) Reactant: [NH2:1][CH:2]1[CH2:11][O:10][C:9]2[C:4](=[N:5][CH:6]=[C:7]([N:12]3[C:17](=[O:18])[CH:16]=[N:15][C:14]4[CH:19]=[CH:20][C:21]([O:23][CH3:24])=[N:22][C:13]3=4)[CH:8]=2)[CH2:3]1.[O:25]=[C:26]1[CH2:31][O:30][C:29]2[CH:32]=[CH:33][C:34]([CH:36]=O)=[N:35][C:28]=2[NH:27]1.[C:48]([O:47][BH-]([O:47][C:48](=[O:50])[CH3:49])[O:47][C:48](=[O:50])[CH3:49])(=[O:50])[CH3:49].[Na+]. Product: [C:48]([OH:47])(=[O:50])/[CH:49]=[CH:20]/[C:21]([OH:23])=[O:25].[CH3:24][O:23][C:21]1[CH:20]=[CH:19][C:14]2[N:15]=[CH:16][C:17](=[O:18])[N:12]([C:7]3[CH:8]=[C:9]4[O:10][CH2:11][CH:2]([NH:1][CH2:36][C:34]5[CH:33]=[CH:32][C:29]6[O:30][CH2:31][C:26](=[O:25])[NH:27][C:28]=6[N:35]=5)[CH2:3][C:4]4=[N:5][CH:6]=3)[C:13]=2[N:22]=1. The catalyst class is: 22. (3) Reactant: [Cl:1][CH2:2][CH2:3][CH2:4][CH2:5][C:6](Cl)=[O:7].[NH2:9][CH2:10][C:11]1[N:15]=[C:14]([C:16]2[CH:21]=[N:20][C:19]3[N:22]([CH2:25][CH3:26])[N:23]=[CH:24][C:18]=3[C:17]=2[NH:27][CH:28]2[CH2:33][CH2:32][O:31][CH2:30][CH2:29]2)[O:13][N:12]=1.C(N(C(C)C)CC)(C)C. Product: [Cl:1][CH2:2][CH2:3][CH2:4][CH2:5][C:6]([NH:9][CH2:10][C:11]1[N:15]=[C:14]([C:16]2[C:17]([NH:27][CH:28]3[CH2:33][CH2:32][O:31][CH2:30][CH2:29]3)=[C:18]3[CH:24]=[N:23][N:22]([CH2:25][CH3:26])[C:19]3=[N:20][CH:21]=2)[O:13][N:12]=1)=[O:7]. The catalyst class is: 22. (4) Reactant: CC1(C)[O:6][C@H:5]([CH2:7][N:8]2[CH:12]=[CH:11][C:10]([NH:13][C:14](=[O:40])[CH:15]([N:26]3[CH2:30][C:29]([O:31][C:32]4[CH:37]=[CH:36][CH:35]=[CH:34][C:33]=4[Cl:38])=[CH:28][C:27]3=[O:39])[CH2:16][CH:17]([C:22]([F:25])([F:24])[F:23])[C:18]([F:21])([F:20])[F:19])=[N:9]2)[CH2:4][O:3]1.O.C1(C)C=CC(S(O)(=O)=O)=CC=1. Product: [OH:6][C@@H:5]([CH2:4][OH:3])[CH2:7][N:8]1[CH:12]=[CH:11][C:10]([NH:13][C:14](=[O:40])[CH:15]([N:26]2[CH2:30][C:29]([O:31][C:32]3[CH:37]=[CH:36][CH:35]=[CH:34][C:33]=3[Cl:38])=[CH:28][C:27]2=[O:39])[CH2:16][CH:17]([C:22]([F:23])([F:25])[F:24])[C:18]([F:20])([F:19])[F:21])=[N:9]1. The catalyst class is: 5. (5) The catalyst class is: 3. Reactant: [F:1][C:2]1[CH:3]=[C:4]([NH:9][C:10]([C:12]2[C:13](=[O:25])[N:14]([C:19]3[CH:24]=[CH:23][CH:22]=[CH:21][CH:20]=3)[N:15]([CH3:18])[C:16]=2[CH3:17])=[O:11])[CH:5]=[CH:6][C:7]=1[OH:8].CC(C)([O-])C.[K+].Cl[C:33]1[CH:38]=[CH:37][N:36]=[C:35]([C:39]([NH2:41])=[O:40])[CH:34]=1. Product: [CH3:18][N:15]1[C:16]([CH3:17])=[C:12]([C:10]([NH:9][C:4]2[CH:5]=[CH:6][C:7]([O:8][C:33]3[CH:38]=[CH:37][N:36]=[C:35]([C:39]([NH2:41])=[O:40])[CH:34]=3)=[C:2]([F:1])[CH:3]=2)=[O:11])[C:13](=[O:25])[N:14]1[C:19]1[CH:20]=[CH:21][CH:22]=[CH:23][CH:24]=1. (6) Reactant: [C:1]([O:5][CH2:6][CH3:7])(=[O:4])[CH2:2][OH:3].[H-].[Na+].[C:10]([O:14][C:15]([NH:17][CH2:18][C:19]([N:21]([CH2:23][C:24]1[CH:25]=[C:26]([C:30]2[CH:31]=[N:32][C:33]([N:36]3[CH2:41][CH2:40][N:39]([C:42](OC4C=CC([N+]([O-])=O)=CC=4)=[O:43])[CH2:38][CH2:37]3)=[N:34][CH:35]=2)[CH:27]=[CH:28][CH:29]=1)[CH3:22])=[O:20])=[O:16])([CH3:13])([CH3:12])[CH3:11].O. Product: [C:10]([O:14][C:15]([NH:17][CH2:18][C:19]([N:21]([CH2:23][C:24]1[CH:25]=[C:26]([C:30]2[CH:31]=[N:32][C:33]([N:36]3[CH2:41][CH2:40][N:39]([C:42]([O:3][CH2:2][C:1]([O:5][CH2:6][CH3:7])=[O:4])=[O:43])[CH2:38][CH2:37]3)=[N:34][CH:35]=2)[CH:27]=[CH:28][CH:29]=1)[CH3:22])=[O:20])=[O:16])([CH3:13])([CH3:11])[CH3:12]. The catalyst class is: 3.